From a dataset of Reaction yield outcomes from USPTO patents with 853,638 reactions. Predict the reaction yield, written as a fraction of the theoretical maximum amount of product (1.0 means a 100% yield; for example, 0.34 means a 34% yield). (1) The reactants are [F:1][C:2]([F:43])([F:42])[C:3]1[CH:4]=[C:5]([CH:39]=[CH:40][CH:41]=1)[CH2:6][NH:7][C:8]([C:10]1[CH:15]=[CH:14][N:13]=[C:12]([C:16]2[CH:21]=[CH:20][CH:19]=[CH:18][C:17]=2[NH:22][C:23]([C:25]2[CH:26]=[C:27]([CH:36]=[CH:37][CH:38]=2)[CH2:28][S:29][CH2:30][CH2:31][C:32]([O:34]C)=[O:33])=[O:24])[CH:11]=1)=[O:9].[Li+].[OH-]. The catalyst is O1CCCC1.O. The product is [F:43][C:2]([F:1])([F:42])[C:3]1[CH:4]=[C:5]([CH:39]=[CH:40][CH:41]=1)[CH2:6][NH:7][C:8]([C:10]1[CH:15]=[CH:14][N:13]=[C:12]([C:16]2[CH:21]=[CH:20][CH:19]=[CH:18][C:17]=2[NH:22][C:23]([C:25]2[CH:26]=[C:27]([CH:36]=[CH:37][CH:38]=2)[CH2:28][S:29][CH2:30][CH2:31][C:32]([OH:34])=[O:33])=[O:24])[CH:11]=1)=[O:9]. The yield is 0.200. (2) The reactants are Cl[C:2]1[NH:7][C:6](=[O:8])[N:5]2[CH:9]=[CH:10][N:11]=[C:4]2[CH:3]=1.[CH3:12][N:13]1[CH:17]=[C:16](B2OC(C)(C)C(C)(C)O2)[CH:15]=[N:14]1.CC(C1C=C(C(C)C)C(C2C=CC=CC=2P(C2CCCCC2)C2CCCCC2)=C(C(C)C)C=1)C.[O-]P([O-])([O-])=O.[K+].[K+].[K+]. The catalyst is C(O)(C)C.C1C=CC(/C=C/C(/C=C/C2C=CC=CC=2)=O)=CC=1.C1C=CC(/C=C/C(/C=C/C2C=CC=CC=2)=O)=CC=1.C1C=CC(/C=C/C(/C=C/C2C=CC=CC=2)=O)=CC=1.[Pd].[Pd]. The product is [CH3:12][N:13]1[CH:17]=[C:16]([C:2]2[NH:7][C:6](=[O:8])[N:5]3[CH:9]=[CH:10][N:11]=[C:4]3[CH:3]=2)[CH:15]=[N:14]1. The yield is 0.760. (3) The reactants are C(OC([N:8]1[CH2:15][CH:14]2[CH:10]([CH2:11][N:12]([C:16]3[N:21]=[C:20]([CH3:22])[CH:19]=[C:18]([CH3:23])[N:17]=3)[CH2:13]2)[CH2:9]1)=O)(C)(C)C.C(O)(C(F)(F)F)=O. The catalyst is C(Cl)Cl. The product is [CH3:23][C:18]1[CH:19]=[C:20]([CH3:22])[N:21]=[C:16]([N:12]2[CH2:13][CH:14]3[CH:10]([CH2:9][NH:8][CH2:15]3)[CH2:11]2)[N:17]=1. The yield is 0.960. (4) The reactants are Cl[C:2]1[CH:3]=[C:4]([CH:41]=[CH:42][C:43]=1F)[C:5]1[C:10]([C:11]2[CH:20]=[CH:19][C:18]3[C:13](=[CH:14][CH:15]=[C:16]([C:21]4[N:25]([CH:26]5[CH2:31][CH2:30][CH2:29][CH2:28][CH2:27]5)[C:24]5[CH:32]=[CH:33][C:34]([C:36]([OH:38])=[O:37])=[CH:35][C:23]=5[N:22]=4)[CH:17]=3)[N:12]=2)=[CH:9][C:8]([O:39][CH3:40])=[CH:7][CH:6]=1.COC(C1C=C[C:52]2[N:53](C3CCCCC3)C(C3C=C4C(=CC=3)N=C(C3C=C(OC)C=CC=3Br)C=C4)=NC=2C=1)=O.NCC1C=CC(B(O)O)=CC=1. No catalyst specified. The product is [NH2:53][CH2:52][C:43]1[CH:2]=[CH:3][C:4]([C:5]2[C:10]([C:11]3[CH:20]=[CH:19][C:18]4[C:13](=[CH:14][CH:15]=[C:16]([C:21]5[N:25]([CH:26]6[CH2:31][CH2:30][CH2:29][CH2:28][CH2:27]6)[C:24]6[CH:32]=[CH:33][C:34]([C:36]([OH:38])=[O:37])=[CH:35][C:23]=6[N:22]=5)[CH:17]=4)[N:12]=3)=[CH:9][C:8]([O:39][CH3:40])=[CH:7][CH:6]=2)=[CH:41][CH:42]=1. The yield is 0.460. (5) The reactants are [OH-].[Na+].Cl.[CH2:4]([N:6]1[C:14]2[C:9](=[CH:10][CH:11]=[CH:12][CH:13]=2)[C:8]([C:15]([O:17]C)=[O:16])=[CH:7]1)[CH3:5]. The catalyst is C1COCC1. The product is [CH2:4]([N:6]1[C:14]2[C:9](=[CH:10][CH:11]=[CH:12][CH:13]=2)[C:8]([C:15]([OH:17])=[O:16])=[CH:7]1)[CH3:5]. The yield is 0.900. (6) The reactants are O[C@H:2]1[CH2:6][NH:5][C:4](=[O:7])[CH2:3]1.C(N(CC)CC)C.CS(Cl)(=O)=O.[Mn]([O-])(=O)(=O)=O.[N-:25]=[N+:26]=[N-:27].[Na+]. The catalyst is ClCCl.CN(C=O)C.C(OCC)(=O)C. The product is [N:25]([C@@H:2]1[CH2:6][NH:5][C:4](=[O:7])[CH2:3]1)=[N+:26]=[N-:27]. The yield is 0.320.